From a dataset of Full USPTO retrosynthesis dataset with 1.9M reactions from patents (1976-2016). Predict the reactants needed to synthesize the given product. (1) Given the product [C:29]([OH:41])(=[O:40])[CH2:30][C:31]([CH2:36][C:37]([OH:39])=[O:38])([C:33]([OH:35])=[O:34])[OH:32].[CH3:1][O:2][CH2:3][C:4]1([N:17]([C:22]2[CH:27]=[CH:26][CH:25]=[CH:24][CH:23]=2)[C:18](=[O:21])[CH2:19][CH3:20])[CH2:5][CH2:6][N:7]([CH2:10][CH2:11][C:12]2[S:13][CH:14]=[CH:15][CH:16]=2)[CH2:8][CH2:9]1, predict the reactants needed to synthesize it. The reactants are: [CH3:1][O:2][CH2:3][C:4]1([N:17]([C:22]2[CH:27]=[CH:26][CH:25]=[CH:24][CH:23]=2)[C:18](=[O:21])[CH2:19][CH3:20])[CH2:9][CH2:8][N:7]([CH2:10][CH2:11][C:12]2[S:13][CH:14]=[CH:15][CH:16]=2)[CH2:6][CH2:5]1.O.[C:29]([OH:41])(=[O:40])[CH2:30][C:31]([CH2:36][C:37]([OH:39])=[O:38])([C:33]([OH:35])=[O:34])[OH:32]. (2) Given the product [Br:1][C:2]1[CH:7]=[C:6]([F:8])[CH:5]=[C:4]([CH2:9][Br:30])[CH:3]=1, predict the reactants needed to synthesize it. The reactants are: [Br:1][C:2]1[CH:3]=[C:4]([CH2:9]O)[CH:5]=[C:6]([F:8])[CH:7]=1.C1(P(C2C=CC=CC=2)C2C=CC=CC=2)C=CC=CC=1.[Br:30]N1C(=O)CCC1=O. (3) Given the product [Si:16]([O:15][CH2:14][C:9]1[CH:8]=[C:7]([CH:26]([C:25]2[CH:28]=[C:29]([F:32])[CH:30]=[CH:31][C:24]=2[F:23])[OH:27])[C:12]([CH3:13])=[CH:11][N:10]=1)([C:19]([CH3:22])([CH3:21])[CH3:20])([CH3:18])[CH3:17], predict the reactants needed to synthesize it. The reactants are: C([Li])CCC.Br[C:7]1[C:12]([CH3:13])=[CH:11][N:10]=[C:9]([CH2:14][O:15][Si:16]([C:19]([CH3:22])([CH3:21])[CH3:20])([CH3:18])[CH3:17])[CH:8]=1.[F:23][C:24]1[CH:31]=[CH:30][C:29]([F:32])=[CH:28][C:25]=1[CH:26]=[O:27]. (4) The reactants are: [C:1]1([C@H:7]2[CH2:12][CH2:11][C@H:10]([NH2:13])[CH2:9][CH2:8]2)[CH:6]=[CH:5][CH:4]=[CH:3][CH:2]=1.[C:14]([C:16]1[CH:21]=[CH:20][C:19]([CH2:22][C:23](O)=[O:24])=[CH:18][CH:17]=1)#[N:15].F[P-](F)(F)(F)(F)F.CN(C(N(C)C)=[N+]1C2C(=NC=CC=2)[N+]([O-])=N1)C. Given the product [C:14]([C:16]1[CH:21]=[CH:20][C:19]([CH2:22][C:23]([NH:13][C@H:10]2[CH2:9][CH2:8][C@H:7]([C:1]3[CH:6]=[CH:5][CH:4]=[CH:3][CH:2]=3)[CH2:12][CH2:11]2)=[O:24])=[CH:18][CH:17]=1)#[N:15], predict the reactants needed to synthesize it.